From a dataset of Forward reaction prediction with 1.9M reactions from USPTO patents (1976-2016). Predict the product of the given reaction. Given the reactants [CH2:1]([NH:4][C:5]1[C:14]([N+:15]([O-])=O)=[CH:13][C:8]([C:9]([O:11][CH3:12])=[O:10])=[C:7]([NH:18][C:19]2[CH:24]=[CH:23][C:22]([I:25])=[CH:21][C:20]=2[F:26])[C:6]=1[F:27])[CH:2]=[CH2:3].[Cl-].[NH4+].O, predict the reaction product. The product is: [CH2:1]([NH:4][C:5]1[C:14]([NH2:15])=[CH:13][C:8]([C:9]([O:11][CH3:12])=[O:10])=[C:7]([NH:18][C:19]2[CH:24]=[CH:23][C:22]([I:25])=[CH:21][C:20]=2[F:26])[C:6]=1[F:27])[CH:2]=[CH2:3].